Dataset: Catalyst prediction with 721,799 reactions and 888 catalyst types from USPTO. Task: Predict which catalyst facilitates the given reaction. (1) Reactant: ClC(Cl)(Cl)C([C:5]1[N:9]2[C:10]([CH2:14][N:15]([C:27](OC(C)(C)C)=[O:28])[CH2:16][CH2:17][CH2:18][CH2:19][NH:20][C:21](=[O:26])[C:22]([F:25])([F:24])[F:23])=[CH:11][CH:12]=[CH:13][C:8]2=[N:7][CH:6]=1)=O.Cl. Product: [F:24][C:22]([F:25])([F:23])[C:21]([NH:20][CH2:19][CH2:18][CH2:17][CH2:16][N:15]1[CH2:14][C:10]2[N:9]3[C:5](=[CH:6][N:7]=[C:8]3[CH:13]=[CH:12][CH:11]=2)[C:27]1=[O:28])=[O:26]. The catalyst class is: 8. (2) Reactant: [Br:1][C:2]1[CH:7]=[CH:6][C:5]([N+:8]([O-:10])=[O:9])=[C:4](F)[CH:3]=1.[CH2:12]([NH:16][CH2:17][C:18]([OH:20])=[O:19])[CH2:13][CH2:14][CH3:15].O. Product: [Br:1][C:2]1[CH:7]=[CH:6][C:5]([N+:8]([O-:10])=[O:9])=[C:4]([N:16]([CH2:17][C:18]([OH:20])=[O:19])[CH2:12][CH2:13][CH2:14][CH3:15])[CH:3]=1. The catalyst class is: 494. (3) Reactant: [CH3:1][N:2]1[C:6]2[C:7]([C:17]3[CH:22]=[CH:21][CH:20]=[CH:19][CH:18]=3)=[CH:8][CH:9]=[C:10]([C:11]3[CH:16]=[CH:15][CH:14]=[CH:13][CH:12]=3)[C:5]=2[N:4]=[C:3]1[CH:23]=O.[CH3:25][O:26][C:27]1[CH:34]=[C:33]([O:35][CH3:36])[CH:32]=[CH:31][C:28]=1[CH2:29][NH2:30]. Product: [CH3:25][O:26][C:27]1[CH:34]=[C:33]([O:35][CH3:36])[CH:32]=[CH:31][C:28]=1[CH2:29]/[N:30]=[CH:23]/[C:3]1[N:2]([CH3:1])[C:6]2[C:7]([C:17]3[CH:22]=[CH:21][CH:20]=[CH:19][CH:18]=3)=[CH:8][CH:9]=[C:10]([C:11]3[CH:16]=[CH:15][CH:14]=[CH:13][CH:12]=3)[C:5]=2[N:4]=1. The catalyst class is: 404. (4) The catalyst class is: 7. Product: [C:19]([O:1][CH2:2][C:3]1[CH:4]=[CH:5][C:6]([CH2:10][C:11]2[CH:16]=[CH:15][C:14]([S:17][CH3:18])=[CH:13][CH:12]=2)=[C:7]([OH:9])[CH:8]=1)(=[O:21])[CH3:20]. Reactant: [OH:1][CH2:2][C:3]1[CH:4]=[CH:5][C:6]([CH2:10][C:11]2[CH:16]=[CH:15][C:14]([S:17][CH3:18])=[CH:13][CH:12]=2)=[C:7]([OH:9])[CH:8]=1.[C:19](OC=C)(=[O:21])[CH3:20].CCCC[Sn](Cl)(O[Sn](Cl)(CCCC)CCCC)CCCC.C(OCC)(=O)C.